Dataset: Reaction yield outcomes from USPTO patents with 853,638 reactions. Task: Predict the reaction yield, written as a fraction of the theoretical maximum amount of product (1.0 means a 100% yield; for example, 0.34 means a 34% yield). (1) The reactants are [CH3:1][C:2]([NH:7][C:8](=O)[CH:9]([O:11][N:12]1[C:17]([CH3:19])([CH3:18])[CH2:16][CH2:15][CH2:14][C:13]1([CH3:21])[CH3:20])[CH3:10])([CH3:6])[C:3]([OH:5])=[O:4].C(N(CC)CC)C.ClC(OCC)=O. The catalyst is CC(C)=O. The product is [CH3:1][C:2]1([CH3:6])[C:3](=[O:4])[O:5][C:8]([CH:9]([O:11][N:12]2[C:13]([CH3:20])([CH3:21])[CH2:14][CH2:15][CH2:16][C:17]2([CH3:18])[CH3:19])[CH3:10])=[N:7]1. The yield is 0.640. (2) The reactants are [ClH:1].[CH:2]([C:4]1[CH:5]=[C:6]2[C:11](=[CH:12][CH:13]=1)[CH:10]=[C:9]([S:14]([CH2:17][CH2:18][C:19]([N:21]1[CH2:26][CH2:25][CH:24]([C:27]3[N:31]4[CH2:32][CH2:33][CH2:34][CH2:35][C:30]4=[N:29][CH:28]=3)[CH2:23][CH2:22]1)=[O:20])(=[O:16])=[O:15])[CH:8]=[CH:7]2)=[CH2:3]. The catalyst is CO.[C].[Pd]. The product is [ClH:1].[CH2:2]([C:4]1[CH:5]=[C:6]2[C:11](=[CH:12][CH:13]=1)[CH:10]=[C:9]([S:14]([CH2:17][CH2:18][C:19]([N:21]1[CH2:26][CH2:25][CH:24]([C:27]3[N:31]4[CH2:32][CH2:33][CH2:34][CH2:35][C:30]4=[N:29][CH:28]=3)[CH2:23][CH2:22]1)=[O:20])(=[O:15])=[O:16])[CH:8]=[CH:7]2)[CH3:3]. The yield is 0.990. (3) The reactants are CO[C:3](=O)[C:4]1C=CC(CBr)=CC=1.[CH3:13][O:14][C:15](=[O:49])[C:16]1[CH:21]=[CH:20][C:19]([CH2:22][N:23]2[CH:27]=[C:26]([C:28]3[CH:33]=[CH:32][C:31]([Cl:34])=[CH:30][C:29]=3[Cl:35])[N:25]=[C:24]2[C:36]2[CH:41]=[CH:40][C:39]([C:42]3[CH:47]=[CH:46][C:45]([OH:48])=[CH:44][CH:43]=3)=[CH:38][CH:37]=2)=[CH:18][CH:17]=1.BrCC. No catalyst specified. The product is [CH3:13][O:14][C:15](=[O:49])[C:16]1[CH:21]=[CH:20][C:19]([CH2:22][N:23]2[CH:27]=[C:26]([C:28]3[CH:33]=[CH:32][C:31]([Cl:34])=[CH:30][C:29]=3[Cl:35])[N:25]=[C:24]2[C:36]2[CH:41]=[CH:40][C:39]([C:42]3[CH:43]=[CH:44][C:45]([O:48][CH2:3][CH3:4])=[CH:46][CH:47]=3)=[CH:38][CH:37]=2)=[CH:18][CH:17]=1. The yield is 0.680. (4) The reactants are C[Si](C)(C)[O:3][C:4]([C:6]1[CH:11]=[CH:10][C:9]([N:12]2[CH:16]=[N:15][CH:14]=[N:13]2)=[CH:8][CH:7]=1)=[CH2:5].Br[CH:20]([C:25]1[CH:30]=[C:29]([Cl:31])[CH:28]=[C:27]([Cl:32])[CH:26]=1)[C:21]([F:24])([F:23])[F:22].N1C=CC=CC=1C1C=CC=CN=1. The catalyst is ClC1C=CC=CC=1Cl.Cl[Cu]. The product is [N:12]1([C:9]2[CH:10]=[CH:11][C:6]([C:4](=[O:5])[CH2:3][CH:20]([C:25]3[CH:26]=[C:27]([Cl:32])[CH:28]=[C:29]([Cl:31])[CH:30]=3)[C:21]([F:24])([F:23])[F:22])=[CH:7][CH:8]=2)[CH:16]=[N:15][CH:14]=[N:13]1. The yield is 0.310.